Predict the reaction yield, written as a fraction of the theoretical maximum amount of product (1.0 means a 100% yield; for example, 0.34 means a 34% yield). From a dataset of Reaction yield outcomes from USPTO patents with 853,638 reactions. (1) The reactants are [CH2:1](I)[CH3:2].[Cl:4][C:5]1[CH:6]=[CH:7][C:8]([S:35]([CH2:38][CH3:39])(=[O:37])=[O:36])=[C:9]([CH:34]=1)[CH2:10][N:11]1[C:20](=[O:21])[C:19]2[C:14](=[CH:15][C:16]([CH2:26][N:27]3[CH2:32][CH2:31][NH:30][CH2:29][CH2:28]3)=[C:17]([C:22]([F:25])([F:24])[F:23])[CH:18]=2)[NH:13][C:12]1=[O:33].C(=O)([O-])[O-].[K+].[K+].C(OCC)(=O)C. The catalyst is CN(C=O)C. The product is [Cl:4][C:5]1[CH:6]=[CH:7][C:8]([S:35]([CH2:38][CH3:39])(=[O:36])=[O:37])=[C:9]([CH:34]=1)[CH2:10][N:11]1[C:20](=[O:21])[C:19]2[C:14](=[CH:15][C:16]([CH2:26][N:27]3[CH2:32][CH2:31][N:30]([CH2:1][CH3:2])[CH2:29][CH2:28]3)=[C:17]([C:22]([F:25])([F:23])[F:24])[CH:18]=2)[NH:13][C:12]1=[O:33]. The yield is 0.590. (2) The reactants are [Cl:1][C:2]1[CH:7]=[CH:6][C:5]([S:8]([NH:11][C:12]2[C:13]([C:19](=[O:30])[C:20]3[CH:25]=[C:24]([N+:26]([O-])=O)[CH:23]=[CH:22][C:21]=3[Cl:29])=[N:14][CH:15]=[C:16]([CH3:18])[CH:17]=2)(=[O:10])=[O:9])=[CH:4][C:3]=1[C:31]([F:34])([F:33])[F:32]. The catalyst is CC(O)=O.CCOC(C)=O.[Fe]. The product is [NH2:26][C:24]1[CH:23]=[CH:22][C:21]([Cl:29])=[C:20]([CH:25]=1)[C:19]([C:13]1[C:12]([NH:11][S:8]([C:5]2[CH:6]=[CH:7][C:2]([Cl:1])=[C:3]([C:31]([F:34])([F:33])[F:32])[CH:4]=2)(=[O:10])=[O:9])=[CH:17][C:16]([CH3:18])=[CH:15][N:14]=1)=[O:30]. The yield is 0.922. (3) The reactants are [CH3:1][C:2]([CH3:15])=[CH:3][C:4]1[CH:12]=[CH:11][CH:10]=[C:9]2[C:5]=1[C:6](=[O:14])[C:7](=[O:13])[NH:8]2. The catalyst is [Pd].CCOC(C)=O. The product is [CH2:3]([C:4]1[CH:12]=[CH:11][CH:10]=[C:9]2[C:5]=1[C:6](=[O:14])[C:7](=[O:13])[NH:8]2)[CH:2]([CH3:15])[CH3:1]. The yield is 0.130. (4) The reactants are [Br:1][C:2]1[CH:7]=[C:6]([NH:8][C:9]([CH3:20])([CH3:19])[CH2:10][CH2:11][O:12][CH:13]2[CH2:18][CH2:17][CH2:16][CH2:15][O:14]2)[C:5]([N+:21]([O-])=O)=[CH:4][N:3]=1. The catalyst is [Pt](=O)=O. The product is [Br:1][C:2]1[N:3]=[CH:4][C:5]([NH2:21])=[C:6]([NH:8][C:9]([CH3:20])([CH3:19])[CH2:10][CH2:11][O:12][CH:13]2[CH2:18][CH2:17][CH2:16][CH2:15][O:14]2)[CH:7]=1. The yield is 0.570. (5) The reactants are [C:1]([O:5][CH2:6][CH3:7])(=[O:4])[CH2:2][SH:3].[Br:8][C:9]1[CH:16]=[CH:15][C:12]([CH:13]=O)=[C:11](F)[CH:10]=1.C(N(CC)CC)C. The catalyst is CS(C)=O. The product is [Br:8][C:9]1[CH:10]=[CH:11][C:12]2[CH:13]=[C:2]([C:1]([O:5][CH2:6][CH3:7])=[O:4])[S:3][C:15]=2[CH:16]=1. The yield is 0.920. (6) The reactants are [CH:1]1N=C[N:3]([C:6]([N:8]2C=N[CH:10]=[CH:9]2)=[O:7])[CH:2]=1.[C:13]([C:17]1[CH:18]=[CH:19][C:20]([C:24]2[CH:28]=[C:27]([CH3:29])[NH:26][C:25]=2[CH3:30])=C(C=1)N)([CH3:16])([CH3:15])[CH3:14].[CH3:31][NH:32][C:33]([C:35]1[CH:40]=[C:39]([O:41][C:42]2[CH:48]=CC(N)=[CH:44][CH:43]=2)[CH:38]=[CH:37][N:36]=1)=[O:34]. The catalyst is C(Cl)Cl.CCOC(C)=O. The product is [C:13]([C:17]1[CH:18]=[CH:19][C:20]([C:24]2[CH:28]=[C:27]([CH3:29])[NH:26][C:25]=2[CH3:30])=[C:9]([NH:8][C:6]([NH:3][C:2]2[CH:1]=[CH:48][C:42]([O:41][C:39]3[CH:38]=[CH:37][N:36]=[C:35]([C:33](=[O:34])[NH:32][CH3:31])[CH:40]=3)=[CH:43][CH:44]=2)=[O:7])[CH:10]=1)([CH3:14])([CH3:15])[CH3:16]. The yield is 0.240. (7) The product is [S:51](=[O:53])(=[O:52])([O:42][CH2:41][C@H:27]1[CH2:26][C@@H:25]([NH:24][C:19]2[C:18]([C:16]([C:13]3[S:14][CH:15]=[C:11]([CH2:10][N:8]([C:4]4[CH:5]=[CH:6][CH:7]=[C:2]([Cl:1])[CH:3]=4)[CH3:9])[CH:12]=3)=[O:17])=[CH:23][N:22]=[CH:21][N:20]=2)[CH2:29][C@@H:28]1[OH:30])[NH2:54]. The reactants are [Cl:1][C:2]1[CH:3]=[C:4]([N:8]([CH2:10][C:11]2[CH:12]=[C:13]([C:16]([C:18]3[C:19]([NH:24][C@H:25]4[CH2:29][C@H:28]([O:30][Si](C(C)C)(C(C)C)C(C)C)[C@@H:27]([CH2:41][OH:42])[CH2:26]4)=[N:20][CH:21]=[N:22][CH:23]=3)=[O:17])[S:14][CH:15]=2)[CH3:9])[CH:5]=[CH:6][CH:7]=1.C(N(CC)CC)C.Cl[S:51]([NH2:54])(=[O:53])=[O:52].Cl. The yield is 0.680. The catalyst is CN(C=O)C.